Dataset: Full USPTO retrosynthesis dataset with 1.9M reactions from patents (1976-2016). Task: Predict the reactants needed to synthesize the given product. (1) The reactants are: [C:1]([NH:4][C:5]1[CH:10]=[CH:9][CH:8]=[CH:7][CH:6]=1)(=S)[CH3:2].[Br:11][C:12]1[CH:21]=[CH:20][C:15]([C:16]([NH:18][NH2:19])=O)=[CH:14][CH:13]=1. Given the product [Br:11][C:12]1[CH:21]=[CH:20][C:15]([C:16]2[N:4]([C:5]3[CH:10]=[CH:9][CH:8]=[CH:7][CH:6]=3)[C:1]([CH3:2])=[N:19][N:18]=2)=[CH:14][CH:13]=1, predict the reactants needed to synthesize it. (2) Given the product [Cl:28][C:23]1[CH:22]=[C:21]([CH:26]=[CH:25][C:24]=1[F:27])[CH2:20][N:11]1[CH2:10][CH2:9][C:8]2[C:7]([C:29]([O:31][CH3:32])=[O:30])=[N:6][C:5]([OH:4])=[C:14]([OH:15])[C:13]=2[C:12]1=[O:19], predict the reactants needed to synthesize it. The reactants are: C([O:4][C:5]1[N:6]=[C:7]([C:29]([O:31][CH2:32]C)=[O:30])[C:8]2[CH2:9][CH2:10][N:11]([CH2:20][C:21]3[CH:26]=[CH:25][C:24]([F:27])=[C:23]([Cl:28])[CH:22]=3)[C:12](=[O:19])[C:13]=2[C:14]=1[O:15]C(=O)C)(=O)C.C[O-].[Na+].Cl. (3) Given the product [Br:20][C:21]1[CH:27]=[CH:26][C:24]([NH:25][C:6](=[O:11])[C:7]([F:8])([F:9])[F:10])=[C:23]([O:28][CH3:29])[CH:22]=1, predict the reactants needed to synthesize it. The reactants are: [F:8][C:7]([F:10])([F:9])[C:6](O[C:6](=[O:11])[C:7]([F:10])([F:9])[F:8])=[O:11].N1C=CC=CC=1.[Br:20][C:21]1[CH:27]=[CH:26][C:24]([NH2:25])=[C:23]([O:28][CH3:29])[CH:22]=1. (4) Given the product [F:10][C:11]1[CH:16]=[CH:15][C:14]([CH2:17][C:18]2[C:27]3[C:22](=[CH:23][CH:24]=[CH:25][CH:26]=3)[C:21](=[O:28])[NH:20][N:19]=2)=[CH:13][C:12]=1[N:29]1[C:30](=[O:31])[CH2:32][N:33]([CH3:38])[CH2:34][C:35]1=[O:37], predict the reactants needed to synthesize it. The reactants are: C(N(C(C)C)CC)(C)C.[F:10][C:11]1[CH:16]=[CH:15][C:14]([CH2:17][C:18]2[C:27]3[C:22](=[CH:23][CH:24]=[CH:25][CH:26]=3)[C:21](=[O:28])[NH:20][N:19]=2)=[CH:13][C:12]=1[NH:29][C:30]([CH2:32][N:33]([CH3:38])[CH2:34][C:35]([OH:37])=O)=[O:31].[Cl-].[Na+]. (5) Given the product [CH3:4][C:2]1([C:1]([O:6][CH3:7])=[O:5])[O:23][CH2:22][CH:21]([CH2:20][C:10]2[N:11]=[C:12]([C:14]3[CH:19]=[CH:18][CH:17]=[CH:16][CH:15]=3)[O:13][C:9]=2[CH3:8])[CH2:24][O:3]1, predict the reactants needed to synthesize it. The reactants are: [C:1]([O:6][CH3:7])(=[O:5])[C:2]([CH3:4])=[O:3].[CH3:8][C:9]1[O:13][C:12]([C:14]2[CH:19]=[CH:18][CH:17]=[CH:16][CH:15]=2)=[N:11][C:10]=1[CH2:20][CH:21]([CH2:24]O)[CH2:22][OH:23].B(F)(F)F.CCOCC.